This data is from Full USPTO retrosynthesis dataset with 1.9M reactions from patents (1976-2016). The task is: Predict the reactants needed to synthesize the given product. (1) Given the product [CH2:14]([S:21]([C:24]1[CH:25]=[CH:26][C:27]([CH2:30][NH:31]/[C:4](/[NH:5][C:6]2[CH:7]=[CH:8][N:9]=[CH:10][CH:11]=2)=[N:3]\[C:1]#[N:2])=[CH:28][CH:29]=1)(=[O:23])=[O:22])[C:15]1[CH:16]=[CH:17][CH:18]=[CH:19][CH:20]=1, predict the reactants needed to synthesize it. The reactants are: [C:1](/[N:3]=[C:4](\SC)/[NH:5][C:6]1[CH:11]=[CH:10][N:9]=[CH:8][CH:7]=1)#[N:2].[CH2:14]([S:21]([C:24]1[CH:29]=[CH:28][C:27]([CH2:30][NH2:31])=[CH:26][CH:25]=1)(=[O:23])=[O:22])[C:15]1[CH:20]=[CH:19][CH:18]=[CH:17][CH:16]=1. (2) Given the product [Cl:16][C:12]1[CH:11]=[C:10]([C@@H:8]2[C@@H:7]([C:17]3[CH:18]=[CH:19][C:20]([Cl:23])=[CH:21][CH:22]=3)[N:6]([C@@H:24]([CH:27]3[CH2:29][CH2:28]3)[CH2:25][NH:37][S:34](=[O:36])(=[O:35])[N:33]([CH3:38])[CH3:32])[C:5](=[O:30])[C@@:4]([CH3:31])([CH2:1][CH:2]=[CH2:3])[CH2:9]2)[CH:15]=[CH:14][CH:13]=1, predict the reactants needed to synthesize it. The reactants are: [CH2:1]([C@@:4]1([CH3:31])[CH2:9][C@H:8]([C:10]2[CH:15]=[CH:14][CH:13]=[C:12]([Cl:16])[CH:11]=2)[C@@H:7]([C:17]2[CH:22]=[CH:21][C:20]([Cl:23])=[CH:19][CH:18]=2)[N:6]([C@@H:24]([CH:27]2[CH2:29][CH2:28]2)[CH2:25]O)[C:5]1=[O:30])[CH:2]=[CH2:3].[CH3:32][N:33]([CH3:38])[S:34]([NH2:37])(=[O:36])=[O:35]. (3) Given the product [CH3:44][S:45]([O:1][CH2:2][C:3]1[CH:8]=[CH:7][CH:6]=[CH:5][C:4]=1[N:9]1[C:33](=[O:34])[C:12]2=[CH:13][N:14]([CH2:21][C:22]3[CH:27]=[CH:26][C:25]([N:28]4[CH:32]=[CH:31][CH:30]=[N:29]4)=[CH:24][CH:23]=3)[C:15]3[CH:16]=[CH:17][CH:18]=[CH:19][C:20]=3[C:11]2=[N:10]1)(=[O:47])=[O:46], predict the reactants needed to synthesize it. The reactants are: [OH:1][CH2:2][C:3]1[CH:8]=[CH:7][CH:6]=[CH:5][C:4]=1[N:9]1[C:33](=[O:34])[C:12]2=[CH:13][N:14]([CH2:21][C:22]3[CH:27]=[CH:26][C:25]([N:28]4[CH:32]=[CH:31][CH:30]=[N:29]4)=[CH:24][CH:23]=3)[C:15]3[CH:16]=[CH:17][CH:18]=[CH:19][C:20]=3[C:11]2=[N:10]1.C(N(C(C)C)CC)(C)C.[CH3:44][S:45](Cl)(=[O:47])=[O:46]. (4) Given the product [CH2:1]([O:8][C:9](=[O:31])[C@@H:10]([NH:23][C:24]([O:26][C:27]([CH3:30])([CH3:29])[CH3:28])=[O:25])[CH2:11][CH2:12][C:13]1[N:21]([CH2:32][CH2:33][CH2:34][CH2:35][CH2:36][CH2:37][CH2:38][CH3:39])[C:16]2[CH:17]=[CH:18][CH:19]=[CH:20][C:15]=2[N:14]=1)[C:2]1[CH:7]=[CH:6][CH:5]=[CH:4][CH:3]=1, predict the reactants needed to synthesize it. The reactants are: [CH2:1]([O:8][C:9](=[O:31])[C@@H:10]([NH:23][C:24]([O:26][C:27]([CH3:30])([CH3:29])[CH3:28])=[O:25])[CH2:11][CH2:12][C:13](=O)[NH:14][C:15]1[CH:20]=[CH:19][CH:18]=[CH:17][C:16]=1[NH2:21])[C:2]1[CH:7]=[CH:6][CH:5]=[CH:4][CH:3]=1.[CH3:32][CH2:33][CH2:34][CH2:35][CH2:36][CH2:37][CH2:38][CH:39]=O.C(O[BH-](OC(=O)C)OC(=O)C)(=O)C.[Na+].[OH-].[Na+].